Task: Predict the reactants needed to synthesize the given product.. Dataset: Full USPTO retrosynthesis dataset with 1.9M reactions from patents (1976-2016) (1) Given the product [Br:21][C:22]1[CH:23]=[CH:24][C:25]([Cl:31])=[C:26]([CH:30]=1)[C:27]([NH:1][C:2]1[N:6]([C:7]2[CH:12]=[CH:11][CH:10]=[CH:9][CH:8]=2)[N:5]=[C:4]([C:13]#[N:14])[CH:3]=1)=[O:28], predict the reactants needed to synthesize it. The reactants are: [NH2:1][C:2]1[N:6]([C:7]2[CH:12]=[CH:11][CH:10]=[CH:9][CH:8]=2)[N:5]=[C:4]([C:13]#[N:14])[CH:3]=1.N1C=CC=CC=1.[Br:21][C:22]1[CH:23]=[CH:24][C:25]([Cl:31])=[C:26]([CH:30]=1)[C:27](O)=[O:28].CCCP(=O)=O.C(=O)([O-])[O-].[K+].[K+]. (2) The reactants are: [CH:1]1([NH2:6])[CH2:5][CH2:4][CH2:3][CH2:2]1.C[O:8][C:9](=O)/[CH:10]=[C:11](/[O:14][CH3:15])\[CH2:12]Cl.C(N(CC)CC)C.C1(N)CC1. Given the product [CH:1]1([N:6]2[CH2:12][C:11]([O:14][CH3:15])=[CH:10][C:9]2=[O:8])[CH2:5][CH2:4][CH2:3][CH2:2]1, predict the reactants needed to synthesize it. (3) Given the product [NH2:1][C:4]1[CH:5]=[C:6]([C:10]2[N:15]3[CH2:16][CH2:17][S:18][CH2:19][CH:14]3[C:13](=[O:20])[NH:12][N:11]=2)[CH:7]=[CH:8][CH:9]=1, predict the reactants needed to synthesize it. The reactants are: [N+:1]([C:4]1[CH:5]=[C:6]([C:10]2[N:15]3[CH2:16][CH2:17][S:18][CH2:19][CH:14]3[C:13](=[O:20])[NH:12][N:11]=2)[CH:7]=[CH:8][CH:9]=1)([O-])=O.O.O.[Sn](Cl)(Cl)(Cl)Cl.C(=O)([O-])O.[Na+].CS([O-])(=O)=O. (4) Given the product [CH3:26][C:27]1[C:32]([C:2]2[N:11]=[C:10]([NH:12][CH2:13][CH:14]([C:20]3[CH:25]=[CH:24][CH:23]=[CH:22][CH:21]=3)[C:15]3[NH:16][CH:17]=[CH:18][CH:19]=3)[C:9]3[C:4](=[CH:5][CH:6]=[CH:7][CH:8]=3)[N:3]=2)=[CH:31][N:30]2[CH:36]=[CH:37][N:38]=[C:29]2[CH:28]=1, predict the reactants needed to synthesize it. The reactants are: Cl[C:2]1[N:11]=[C:10]([NH:12][CH2:13][CH:14]([C:20]2[CH:25]=[CH:24][CH:23]=[CH:22][CH:21]=2)[C:15]2[NH:16][CH:17]=[CH:18][CH:19]=2)[C:9]2[C:4](=[CH:5][CH:6]=[CH:7][CH:8]=2)[N:3]=1.[CH3:26][C:27]1[C:32](B(O)O)=[CH:31][N:30]2[CH:36]=[CH:37][N:38]=[C:29]2[CH:28]=1.N1C=CN2C=C(C3N=C(NCC(C4C=CC=CC=4)C4NC=CC=4)C4C(=CC=CC=4)N=3)C=CC=12. (5) The reactants are: [F:1][C:2]1[CH:3]=[C:4](B2OC(C)(C)C(C)(C)O2)[CH:5]=[CH:6][C:7]=1[C:8]([F:11])([F:10])[F:9].Br[C:22]1[CH:23]=[N:24][CH:25]=[C:26]([CH:31]=1)[C:27]([O:29][CH3:30])=[O:28]. Given the product [F:1][C:2]1[CH:3]=[C:4]([C:22]2[CH:23]=[N:24][CH:25]=[C:26]([CH:31]=2)[C:27]([O:29][CH3:30])=[O:28])[CH:5]=[CH:6][C:7]=1[C:8]([F:9])([F:10])[F:11], predict the reactants needed to synthesize it. (6) Given the product [NH2:11][C:8]1[CH:9]=[C:10]2[C:5](=[CH:6][C:7]=1[N+:15]([O-:17])=[O:16])[N:4]([CH2:21][C:22]1[CH:27]=[CH:26][C:25]([F:28])=[CH:24][CH:23]=1)[C:3](=[O:18])[C:2]2([CH3:1])[CH3:19], predict the reactants needed to synthesize it. The reactants are: [CH3:1][C:2]1([CH3:19])[C:10]2[C:5](=[CH:6][C:7]([N+:15]([O-:17])=[O:16])=[C:8]([NH:11]C(=O)C)[CH:9]=2)[NH:4][C:3]1=[O:18].Br[CH2:21][C:22]1[CH:27]=[CH:26][C:25]([F:28])=[CH:24][CH:23]=1.C([O-])([O-])=O.[K+].[K+]. (7) Given the product [NH2:8][C:9]1([C:13]([O:15][CH:16]2[CH2:20][CH2:19][CH2:18][CH2:17]2)=[O:14])[CH2:12][CH2:11][CH2:10]1, predict the reactants needed to synthesize it. The reactants are: C(OC([NH:8][C:9]1([C:13]([O:15][CH:16]2[CH2:20][CH2:19][CH2:18][CH2:17]2)=[O:14])[CH2:12][CH2:11][CH2:10]1)=O)(C)(C)C. (8) Given the product [CH3:1][C:2]1[CH:3]=[CH:4][C:5]([O:15][CH2:16][C:17]2[CH:22]=[CH:21][C:20]([F:23])=[CH:19][CH:18]=2)=[C:6]([C:8]2[N:24]([C:25]3[CH:33]=[C:29]([C:28]([Cl:34])=[CH:27][CH:26]=3)[C:30]([OH:32])=[O:31])[C:11]([CH3:12])=[CH:10][CH:9]=2)[CH:7]=1, predict the reactants needed to synthesize it. The reactants are: [CH3:1][C:2]1[CH:3]=[CH:4][C:5]([O:15][CH2:16][C:17]2[CH:22]=[CH:21][C:20]([F:23])=[CH:19][CH:18]=2)=[C:6]([C:8](=O)[CH2:9][CH2:10][C:11](=O)[CH3:12])[CH:7]=1.[NH2:24][C:25]1[CH:26]=[CH:27][C:28]([Cl:34])=[C:29]([CH:33]=1)[C:30]([OH:32])=[O:31].CC1C=CC(S(O)(=O)=O)=CC=1. (9) Given the product [Cl:1][C:2]1[CH:3]=[N:4][C:5]([C:8]2[CH:13]=[CH:12][C:11]([CH:14]([NH:21][C:22]3[CH:40]=[CH:39][C:25]([C:26]([N:28]4[CH2:33][CH2:32][CH2:31][C@@H:30]([C:34]([OH:36])=[O:35])[CH2:29]4)=[O:27])=[CH:24][CH:23]=3)[CH2:15][CH2:16][C:17]([F:19])([F:18])[F:20])=[C:10]([CH3:41])[CH:9]=2)=[N:6][CH:7]=1, predict the reactants needed to synthesize it. The reactants are: [Cl:1][C:2]1[CH:3]=[N:4][C:5]([C:8]2[CH:13]=[CH:12][C:11]([CH:14]([NH:21][C:22]3[CH:40]=[CH:39][C:25]([C:26]([N:28]4[CH2:33][CH2:32][CH2:31][C@@H:30]([C:34]([O:36]CC)=[O:35])[CH2:29]4)=[O:27])=[CH:24][CH:23]=3)[CH2:15][CH2:16][C:17]([F:20])([F:19])[F:18])=[C:10]([CH3:41])[CH:9]=2)=[N:6][CH:7]=1.C(O)C.[OH-].[Na+].Cl. (10) Given the product [Cl:1][C:2]1[CH:3]=[C:4]([CH:20]=[CH:21][C:22]=1[Cl:23])[CH2:5][C:6]1[C:7]([CH3:19])=[N:8][C:9]2[N:10]([N:13]=[CH:14][C:15]=2[C:16]([NH:24][CH2:25][CH2:26][O:27][CH2:28][CH2:29][OH:30])=[O:18])[C:11]=1[CH3:12], predict the reactants needed to synthesize it. The reactants are: [Cl:1][C:2]1[CH:3]=[C:4]([CH:20]=[CH:21][C:22]=1[Cl:23])[CH2:5][C:6]1[C:7]([CH3:19])=[N:8][C:9]2[N:10]([N:13]=[CH:14][C:15]=2[C:16]([OH:18])=O)[C:11]=1[CH3:12].[NH2:24][CH2:25][CH2:26][O:27][CH2:28][CH2:29][OH:30].CCN(C(C)C)C(C)C.CCCP1(OP(CCC)(=O)OP(CCC)(=O)O1)=O.